Dataset: NCI-60 drug combinations with 297,098 pairs across 59 cell lines. Task: Regression. Given two drug SMILES strings and cell line genomic features, predict the synergy score measuring deviation from expected non-interaction effect. (1) Synergy scores: CSS=48.8, Synergy_ZIP=0.233, Synergy_Bliss=0.594, Synergy_Loewe=-2.91, Synergy_HSA=0.645. Drug 1: CCC1(CC2CC(C3=C(CCN(C2)C1)C4=CC=CC=C4N3)(C5=C(C=C6C(=C5)C78CCN9C7C(C=CC9)(C(C(C8N6C=O)(C(=O)OC)O)OC(=O)C)CC)OC)C(=O)OC)O.OS(=O)(=O)O. Cell line: MDA-MB-231. Drug 2: CC1C(C(CC(O1)OC2CC(OC(C2O)C)OC3=CC4=CC5=C(C(=O)C(C(C5)C(C(=O)C(C(C)O)O)OC)OC6CC(C(C(O6)C)O)OC7CC(C(C(O7)C)O)OC8CC(C(C(O8)C)O)(C)O)C(=C4C(=C3C)O)O)O)O. (2) Drug 1: CC1C(C(=O)NC(C(=O)N2CCCC2C(=O)N(CC(=O)N(C(C(=O)O1)C(C)C)C)C)C(C)C)NC(=O)C3=C4C(=C(C=C3)C)OC5=C(C(=O)C(=C(C5=N4)C(=O)NC6C(OC(=O)C(N(C(=O)CN(C(=O)C7CCCN7C(=O)C(NC6=O)C(C)C)C)C)C(C)C)C)N)C. Drug 2: C1=NC2=C(N1)C(=S)N=CN2. Cell line: HCT116. Synergy scores: CSS=61.8, Synergy_ZIP=-4.29, Synergy_Bliss=-6.13, Synergy_Loewe=-5.49, Synergy_HSA=-1.98. (3) Drug 1: C1=NNC2=C1C(=O)NC=N2. Drug 2: CC1C(C(CC(O1)OC2CC(CC3=C2C(=C4C(=C3O)C(=O)C5=CC=CC=C5C4=O)O)(C(=O)C)O)N)O. Cell line: MCF7. Synergy scores: CSS=38.5, Synergy_ZIP=1.12, Synergy_Bliss=2.01, Synergy_Loewe=-6.15, Synergy_HSA=3.85. (4) Drug 1: CC(C)(C#N)C1=CC(=CC(=C1)CN2C=NC=N2)C(C)(C)C#N. Drug 2: CC1=C2C(C(=O)C3(C(CC4C(C3C(C(C2(C)C)(CC1OC(=O)C(C(C5=CC=CC=C5)NC(=O)OC(C)(C)C)O)O)OC(=O)C6=CC=CC=C6)(CO4)OC(=O)C)O)C)O. Cell line: MDA-MB-231. Synergy scores: CSS=2.03, Synergy_ZIP=5.47, Synergy_Bliss=11.7, Synergy_Loewe=-2.77, Synergy_HSA=-2.27. (5) Drug 1: C1CCN(CC1)CCOC2=CC=C(C=C2)C(=O)C3=C(SC4=C3C=CC(=C4)O)C5=CC=C(C=C5)O. Drug 2: CC1C(C(CC(O1)OC2CC(CC3=C2C(=C4C(=C3O)C(=O)C5=C(C4=O)C(=CC=C5)OC)O)(C(=O)C)O)N)O.Cl. Cell line: CCRF-CEM. Synergy scores: CSS=74.2, Synergy_ZIP=9.55, Synergy_Bliss=9.87, Synergy_Loewe=-22.9, Synergy_HSA=7.70. (6) Drug 1: C1CC(C1)(C(=O)O)C(=O)O.[NH2-].[NH2-].[Pt+2]. Drug 2: C1C(C(OC1N2C=NC(=NC2=O)N)CO)O. Cell line: SNB-75. Synergy scores: CSS=-1.12, Synergy_ZIP=-0.293, Synergy_Bliss=-2.07, Synergy_Loewe=-2.14, Synergy_HSA=-2.44. (7) Drug 1: CC1CCC2CC(C(=CC=CC=CC(CC(C(=O)C(C(C(=CC(C(=O)CC(OC(=O)C3CCCCN3C(=O)C(=O)C1(O2)O)C(C)CC4CCC(C(C4)OC)OCCO)C)C)O)OC)C)C)C)OC. Drug 2: CN(CC1=CN=C2C(=N1)C(=NC(=N2)N)N)C3=CC=C(C=C3)C(=O)NC(CCC(=O)O)C(=O)O. Cell line: NCIH23. Synergy scores: CSS=20.5, Synergy_ZIP=-2.87, Synergy_Bliss=1.07, Synergy_Loewe=-13.0, Synergy_HSA=0.836. (8) Drug 1: CC12CCC(CC1=CCC3C2CCC4(C3CC=C4C5=CN=CC=C5)C)O. Drug 2: C1=CC=C(C(=C1)C(C2=CC=C(C=C2)Cl)C(Cl)Cl)Cl. Cell line: UACC62. Synergy scores: CSS=0.725, Synergy_ZIP=1.21, Synergy_Bliss=1.53, Synergy_Loewe=-0.943, Synergy_HSA=1.46. (9) Drug 1: CC1C(C(CC(O1)OC2CC(CC3=C2C(=C4C(=C3O)C(=O)C5=C(C4=O)C(=CC=C5)OC)O)(C(=O)CO)O)N)O.Cl. Drug 2: CC12CCC3C(C1CCC2O)C(CC4=C3C=CC(=C4)O)CCCCCCCCCS(=O)CCCC(C(F)(F)F)(F)F. Cell line: IGROV1. Synergy scores: CSS=16.1, Synergy_ZIP=-5.05, Synergy_Bliss=-1.32, Synergy_Loewe=-1.15, Synergy_HSA=-0.190. (10) Drug 1: CS(=O)(=O)C1=CC(=C(C=C1)C(=O)NC2=CC(=C(C=C2)Cl)C3=CC=CC=N3)Cl. Drug 2: C1C(C(OC1N2C=NC(=NC2=O)N)CO)O. Cell line: HCC-2998. Synergy scores: CSS=21.5, Synergy_ZIP=3.17, Synergy_Bliss=7.56, Synergy_Loewe=-2.02, Synergy_HSA=8.85.